Task: Predict the reaction yield, written as a fraction of the theoretical maximum amount of product (1.0 means a 100% yield; for example, 0.34 means a 34% yield).. Dataset: Reaction yield outcomes from USPTO patents with 853,638 reactions (1) The reactants are [CH:1]([C:3]1[S:7][C:6]([C:8]([OH:10])=[O:9])=[CH:5][CH:4]=1)=[O:2].O.[BH4-].[Na+].Cl. The catalyst is O1CCCC1. The product is [OH:2][CH2:1][C:3]1[S:7][C:6]([C:8]([OH:10])=[O:9])=[CH:5][CH:4]=1. The yield is 0.706. (2) The reactants are C(C1C=C(NC2N=C(NC3C=CC=C(C(O)=O)C=3)C(F)=CN=2)C=CC=1)(O)=O.[OH:28][C:29]1[CH:30]=[C:31]([NH:39][C:40]2[N:45]=[C:44]([NH:46][C:47]3[CH:52]=[CH:51][C:50]([C:53]([O:55]C)=[O:54])=[C:49]([OH:57])[CH:48]=3)[C:43]([F:58])=[CH:42][N:41]=2)[CH:32]=[CH:33][C:34]=1[C:35]([O:37]C)=[O:36].[OH-].[Na+]. No catalyst specified. The product is [OH:28][C:29]1[CH:30]=[C:31]([NH:39][C:40]2[N:45]=[C:44]([NH:46][C:47]3[CH:52]=[CH:51][C:50]([C:53]([OH:55])=[O:54])=[C:49]([OH:57])[CH:48]=3)[C:43]([F:58])=[CH:42][N:41]=2)[CH:32]=[CH:33][C:34]=1[C:35]([OH:37])=[O:36]. The yield is 0.770. (3) The reactants are [C:1]([N:11]1[CH2:15][CH2:14][C@H:13]([NH:16][CH:17]2[CH2:22][CH2:21][CH2:20][CH2:19][CH2:18]2)[CH2:12]1)([O:3][CH2:4][C:5]1[CH:10]=[CH:9][CH:8]=[CH:7][CH:6]=1)=[O:2].[C:23](Cl)(=[O:27])[CH:24]([CH3:26])[CH3:25]. The catalyst is C(Cl)Cl. The product is [C:1]([N:11]1[CH2:15][CH2:14][C@H:13]([N:16]([CH:17]2[CH2:22][CH2:21][CH2:20][CH2:19][CH2:18]2)[C:23](=[O:27])[CH:24]([CH3:26])[CH3:25])[CH2:12]1)([O:3][CH2:4][C:5]1[CH:6]=[CH:7][CH:8]=[CH:9][CH:10]=1)=[O:2]. The yield is 0.967. (4) The reactants are [OH:1][C:2]1[C:7]2[N:8]=[C:9]([NH2:11])[O:10][C:6]=2[CH:5]=[CH:4][CH:3]=1.C1(=O)O[CH2:15][CH2:14][O:13]1. No catalyst specified. The product is [OH:13][CH2:14][CH2:15][O:1][C:2]1[C:7]2[N:8]=[C:9]([NH2:11])[O:10][C:6]=2[CH:5]=[CH:4][CH:3]=1. The yield is 0.460.